From a dataset of Forward reaction prediction with 1.9M reactions from USPTO patents (1976-2016). Predict the product of the given reaction. (1) The product is: [CH3:1][C:2]([CH3:24])([CH3:23])[CH2:3][N:4]1[C:12]2[C:7](=[N:8][C:9]([C@@H:13]3[CH2:15][C@H:14]3[CH2:16][OH:17])=[CH:10][CH:11]=2)[N:6]([CH3:21])[C:5]1=[O:22]. Given the reactants [CH3:1][C:2]([CH3:24])([CH3:23])[CH2:3][N:4]1[C:12]2[C:7](=[N:8][C:9]([C@@H:13]3[CH2:15][C@H:14]3[C:16](OCC)=[O:17])=[CH:10][CH:11]=2)[N:6]([CH3:21])[C:5]1=[O:22].CC(C[AlH]CC(C)C)C, predict the reaction product. (2) Given the reactants [C:1]([C:5]1[O:9][C:8]([NH:10][C:11]2[CH:16]=[CH:15][C:14]([C:17]3[CH:22]=[CH:21][C:20]([C:23]45[O:29][C:26]([CH2:30][C:31]([O:33]C)=[O:32])([CH2:27][CH2:28]4)[CH2:25][CH2:24]5)=[CH:19][CH:18]=3)=[CH:13][CH:12]=2)=[N:7][N:6]=1)([CH3:4])([CH3:3])[CH3:2].[OH-].[Na+], predict the reaction product. The product is: [C:1]([C:5]1[O:9][C:8]([NH:10][C:11]2[CH:12]=[CH:13][C:14]([C:17]3[CH:22]=[CH:21][C:20]([C:23]45[O:29][C:26]([CH2:30][C:31]([OH:33])=[O:32])([CH2:27][CH2:28]4)[CH2:25][CH2:24]5)=[CH:19][CH:18]=3)=[CH:15][CH:16]=2)=[N:7][N:6]=1)([CH3:4])([CH3:2])[CH3:3].